From a dataset of Forward reaction prediction with 1.9M reactions from USPTO patents (1976-2016). Predict the product of the given reaction. (1) Given the reactants [CH2:1]([O:5][C:6]1[CH:11]=[CH:10][C:9]([C:12](=O)[CH3:13])=[CH:8][CH:7]=1)[CH2:2][CH2:3][CH3:4].[CH3:15][C:16]([S:19]([NH2:21])=[O:20])([CH3:18])[CH3:17].O, predict the reaction product. The product is: [CH2:1]([O:5][C:6]1[CH:11]=[CH:10][C:9](/[C:12](=[N:21]\[S:19]([C:16]([CH3:18])([CH3:17])[CH3:15])=[O:20])/[CH3:13])=[CH:8][CH:7]=1)[CH2:2][CH2:3][CH3:4]. (2) Given the reactants Br[C:2]1[C:3]([F:17])=[C:4]2[O:8][C:7]([CH:9]3[CH2:11][CH2:10]3)=[N:6][C:5]2=[C:12]([C:15]#[N:16])[C:13]=1[CH3:14].[F:18][C:19]1[CH:24]=[CH:23][CH:22]=[CH:21][C:20]=1B(O)O.P([O-])([O-])([O-])=O.[K+].[K+].[K+].[Cl-].[NH4+], predict the reaction product. The product is: [CH:9]1([C:7]2[O:8][C:4]3[C:5](=[C:12]([C:15]#[N:16])[C:13]([CH3:14])=[C:2]([C:20]4[CH:21]=[CH:22][CH:23]=[CH:24][C:19]=4[F:18])[C:3]=3[F:17])[N:6]=2)[CH2:11][CH2:10]1. (3) Given the reactants [N:1]1[C:2]([C:10]2[CH:15]=[CH:14][C:13]([NH:16][C:17](=[O:22])[C:18]([F:21])([F:20])[F:19])=[CH:12][CH:11]=2)=[CH:3][N:4]2[CH:9]=[CH:8][CH:7]=[CH:6][C:5]=12.[H-].[Na+].[CH3:25]I.O, predict the reaction product. The product is: [N:1]1[C:2]([C:10]2[CH:11]=[CH:12][C:13]([N:16]([CH3:25])[C:17](=[O:22])[C:18]([F:19])([F:20])[F:21])=[CH:14][CH:15]=2)=[CH:3][N:4]2[CH:9]=[CH:8][CH:7]=[CH:6][C:5]=12. (4) Given the reactants CCCCCC.C([Li])CCC.[CH2:12]([O:19][C:20]1[C:25]([O:26][CH3:27])=[CH:24][C:23]([CH3:28])=[C:22](Br)[CH:21]=1)[C:13]1[CH:18]=[CH:17][CH:16]=[CH:15][CH:14]=1.[Cl-].[NH4+].[C:32](OCC)(=[O:34])C, predict the reaction product. The product is: [CH2:12]([O:19][C:20]1[C:25]([O:26][CH3:27])=[CH:24][C:23]([CH3:28])=[C:22]([CH:21]=1)[CH:32]=[O:34])[C:13]1[CH:18]=[CH:17][CH:16]=[CH:15][CH:14]=1. (5) Given the reactants Br[C:2]1[CH:7]=[C:6]([C:8]([F:11])([F:10])[F:9])[N:5]=[N:4][C:3]=1[NH2:12].[CH3:13][O-:14].[Na+], predict the reaction product. The product is: [CH3:13][O:14][C:2]1[CH:7]=[C:6]([C:8]([F:11])([F:10])[F:9])[N:5]=[N:4][C:3]=1[NH2:12]. (6) Given the reactants C([O:4][C@@H:5]1[CH2:10][CH2:9][CH2:8][CH2:7][C@H:6]1[N:11]1[C:15]2[CH:16]=[C:17]([Cl:21])[C:18]([Cl:20])=[CH:19][C:14]=2[N:13]=[C:12]1[Br:22])(=O)C.N, predict the reaction product. The product is: [Br:22][C:12]1[N:11]([C@@H:6]2[CH2:7][CH2:8][CH2:9][CH2:10][C@H:5]2[OH:4])[C:15]2[CH:16]=[C:17]([Cl:21])[C:18]([Cl:20])=[CH:19][C:14]=2[N:13]=1. (7) Given the reactants [NH:1]1[C:9]2[C:4](=[CH:5][CH:6]=[CH:7][CH:8]=2)[C:3](/[CH:10]=[C:11]2\[O:12][C:13]3[C:20]([CH2:21][N:22]4[CH2:27][CH2:26][N:25](C(OC(C)(C)C)=O)[CH2:24][CH2:23]4)=[C:19]([O:35][CH2:36][CH2:37][O:38][C:39]4[CH:44]=[CH:43][CH:42]=[CH:41][CH:40]=4)[CH:18]=[CH:17][C:14]=3[C:15]\2=[O:16])=[N:2]1.FC(F)(F)C(O)=O, predict the reaction product. The product is: [NH:1]1[C:9]2[C:4](=[CH:5][CH:6]=[CH:7][CH:8]=2)[C:3](/[CH:10]=[C:11]2\[O:12][C:13]3[C:20]([CH2:21][N:22]4[CH2:23][CH2:24][NH:25][CH2:26][CH2:27]4)=[C:19]([O:35][CH2:36][CH2:37][O:38][C:39]4[CH:40]=[CH:41][CH:42]=[CH:43][CH:44]=4)[CH:18]=[CH:17][C:14]=3[C:15]\2=[O:16])=[N:2]1. (8) The product is: [CH3:5][CH:2]([N:13]1[CH2:14][CH2:15][N:10]([S:7]([CH3:6])(=[O:9])=[O:8])[CH2:11][CH2:12]1)[C:3]#[CH:4]. Given the reactants Cl[CH:2]([CH3:5])[C:3]#[CH:4].[CH3:6][S:7]([N:10]1[CH2:15][CH2:14][NH:13][CH2:12][CH2:11]1)(=[O:9])=[O:8].O, predict the reaction product.